From a dataset of Catalyst prediction with 721,799 reactions and 888 catalyst types from USPTO. Predict which catalyst facilitates the given reaction. (1) Reactant: [CH:1]([O:4][C:5]([N:7]1[CH2:12][CH2:11][CH:10]([C@H:13]([CH3:24])[CH2:14][CH2:15][O:16][C:17]2[CH:18]=[N:19][C:20](Cl)=[N:21][CH:22]=2)[CH2:9][CH2:8]1)=[O:6])([CH3:3])[CH3:2].[C:25]([O:29][C:30](=[O:45])[NH:31][C@@H:32]1[C@@H:36]([C:37]2[CH:42]=[C:41]([F:43])[CH:40]=[CH:39][C:38]=2[F:44])[CH2:35][NH:34][CH2:33]1)([CH3:28])([CH3:27])[CH3:26].C1CCN2C(=NCCC2)CC1. Product: [CH:1]([O:4][C:5]([N:7]1[CH2:12][CH2:11][CH:10]([C@H:13]([CH3:24])[CH2:14][CH2:15][O:16][C:17]2[CH:18]=[N:19][C:20]([N:34]3[CH2:35][C@H:36]([C:37]4[CH:42]=[C:41]([F:43])[CH:40]=[CH:39][C:38]=4[F:44])[C@@H:32]([NH:31][C:30]([O:29][C:25]([CH3:28])([CH3:27])[CH3:26])=[O:45])[CH2:33]3)=[N:21][CH:22]=2)[CH2:9][CH2:8]1)=[O:6])([CH3:3])[CH3:2]. The catalyst class is: 16. (2) Reactant: Br[C:2]1[CH:7]=[CH:6][C:5]([CH2:8][C@H:9]([NH:22][C:23](=[O:29])[O:24][C:25]([CH3:28])([CH3:27])[CH3:26])[CH2:10][N:11]2[C:19](=[O:20])[C:18]3[C:13](=[CH:14][CH:15]=[CH:16][CH:17]=3)[C:12]2=[O:21])=[CH:4][CH:3]=1.[Br:30]N1C(=O)CCC1=O.[O:38]1CCO[CH2:40][CH2:39]1. Product: [Br:30][CH2:40][C:39]([C:2]1[CH:7]=[CH:6][C:5]([CH2:8][C@H:9]([NH:22][C:23](=[O:29])[O:24][C:25]([CH3:28])([CH3:27])[CH3:26])[CH2:10][N:11]2[C:12](=[O:21])[C:13]3[C:18](=[CH:17][CH:16]=[CH:15][CH:14]=3)[C:19]2=[O:20])=[CH:4][CH:3]=1)=[O:38]. The catalyst class is: 235. (3) Reactant: [F:1][C:2]([F:9])([F:8])/[CH:3]=[CH:4]/[C:5](O)=[O:6].C(Cl)(=O)C(Cl)=O.Cl.Cl.[CH3:18][C:19]1[N:20]=[CH:21][S:22][C:23]=1[N:24]1[CH2:29][CH2:28][NH:27][CH2:26][CH2:25]1.C(N(C(C)C)C(C)C)C. Product: [F:1][C:2]([F:9])([F:8])/[CH:3]=[CH:4]/[C:5]([N:27]1[CH2:28][CH2:29][N:24]([C:23]2[S:22][CH:21]=[N:20][C:19]=2[CH3:18])[CH2:25][CH2:26]1)=[O:6]. The catalyst class is: 139. (4) Product: [CH3:25][C:20]1[CH:21]=[CH:22][CH:23]=[CH:24][C:19]=1[O:45][C:42]1[CH:43]=[CH:44][C:39]([C:36]23[CH2:37][CH2:38][CH:33]([N:30]4[CH2:31][CH2:32][S:27](=[O:46])(=[O:26])[N:28]=[C:29]42)[CH2:34][CH2:35]3)=[CH:40][CH:41]=1. Reactant: N1C=CC=CC=1C(O)=O.P([O-])([O-])([O-])=O.[K+].[K+].[K+].Br[C:19]1[CH:24]=[CH:23][CH:22]=[CH:21][C:20]=1[CH3:25].[O:26]=[S:27]1(=[O:46])[CH2:32][CH2:31][N:30]2[CH:33]3[CH2:38][CH2:37][C:36]([C:39]4[CH:44]=[CH:43][C:42]([OH:45])=[CH:41][CH:40]=4)([C:29]2=[N:28]1)[CH2:35][CH2:34]3. The catalyst class is: 419. (5) Reactant: [Br:1][C:2]1[CH:10]=[CH:9][CH:8]=[C:7]2[C:3]=1[CH:4]=[CH:5][N:6]2[CH3:11].FC(F)(F)[C:14]([O:16]C(=O)C(F)(F)F)=[O:15]. Product: [Br:1][C:2]1[CH:10]=[CH:9][CH:8]=[C:7]2[C:3]=1[C:4]([C:14]([OH:16])=[O:15])=[CH:5][N:6]2[CH3:11]. The catalyst class is: 7. (6) Reactant: [C:1]([N:8]1[CH2:13][CH2:12][CH2:11][CH:10]([CH2:14][OH:15])[CH2:9]1)([O:3][C:4]([CH3:7])([CH3:6])[CH3:5])=[O:2].C(N(CC)CC)C.[CH3:23][S:24](Cl)(=[O:26])=[O:25]. The catalyst class is: 4. Product: [CH3:23][S:24]([O:15][CH2:14][CH:10]1[CH2:11][CH2:12][CH2:13][N:8]([C:1]([O:3][C:4]([CH3:7])([CH3:6])[CH3:5])=[O:2])[CH2:9]1)(=[O:26])=[O:25].